From a dataset of Full USPTO retrosynthesis dataset with 1.9M reactions from patents (1976-2016). Predict the reactants needed to synthesize the given product. (1) Given the product [NH2:20][C:18](=[O:19])[C@@H:17]([NH:16][C:14]([N:12]1[C:11]2[CH2:26][CH2:27][O:28][CH2:29][C:10]=2[C:9]([C:4]2[CH:5]=[CH:6][C:7]([F:8])=[C:2]([F:1])[CH:3]=2)=[N:13]1)=[O:15])[C:22]([CH3:25])([CH3:23])[CH3:24], predict the reactants needed to synthesize it. The reactants are: [F:1][C:2]1[CH:3]=[C:4]([C:9]2[C:10]3[CH2:29][O:28][CH2:27][CH2:26][C:11]=3[N:12]([C:14]([NH:16][C@@H:17]([C:22]([CH3:25])([CH3:24])[CH3:23])[C:18]([NH:20]C)=[O:19])=[O:15])[N:13]=2)[CH:5]=[CH:6][C:7]=1[F:8].N[C@H](C(N)=O)C(C)(C)C. (2) Given the product [Cl:9][C:10]1[C:15]([Cl:16])=[CH:14][CH:13]=[CH:12][C:11]=1[S:17]([NH:20][C:21]1[C:26]([O:8][CH2:7][C:5]2[N:6]=[C:2]([CH3:1])[O:3][CH:4]=2)=[N:25][C:24]([Cl:28])=[CH:23][N:22]=1)(=[O:19])=[O:18], predict the reactants needed to synthesize it. The reactants are: [CH3:1][C:2]1[O:3][CH:4]=[C:5]([CH2:7][OH:8])[N:6]=1.[Cl:9][C:10]1[C:15]([Cl:16])=[CH:14][CH:13]=[CH:12][C:11]=1[S:17]([NH:20][C:21]1[C:26](Cl)=[N:25][C:24]([Cl:28])=[CH:23][N:22]=1)(=[O:19])=[O:18]. (3) Given the product [CH2:25]([O:28][C:29]([C:31]1[N:32]([NH:36][CH2:14][CH2:13][C:12]([CH3:17])([CH3:16])[CH3:11])[CH:33]=[CH:34][CH:35]=1)=[O:30])[CH:26]=[CH2:27], predict the reactants needed to synthesize it. The reactants are: CS(C)=O.C(Cl)(=O)C(Cl)=O.[CH3:11][C:12]([CH3:17])([CH3:16])[CH2:13][CH2:14]O.C(N(CC)CC)C.[CH2:25]([O:28][C:29]([C:31]1[N:32]([NH2:36])[CH:33]=[CH:34][CH:35]=1)=[O:30])[CH:26]=[CH2:27].C([BH3-])#N.[Na+]. (4) Given the product [NH2:11][C@@H:12]([CH2:48][CH2:49][CH2:50][CH2:51][NH:52][C:53]([O:55][C:56]([CH3:57])([CH3:59])[CH3:58])=[O:54])[C:13]([N:15]([CH3:47])[C@H:16]1[C:33]2[CH:34]=[C:29]([C:30]([O:35][CH3:36])=[CH:31][CH:32]=2)[C:28]2=[CH:37][C:24](=[CH:25][CH:26]=[C:27]2[O:38][CH3:39])[CH2:23][C@@H:22]([C:40]([O:42][CH3:43])=[O:41])[NH:21][C:20](=[O:44])[C@H:19]([CH3:45])[NH:18][C:17]1=[O:46])=[O:14], predict the reactants needed to synthesize it. The reactants are: C(OC([NH:11][C@@H:12]([CH2:48][CH2:49][CH2:50][CH2:51][NH:52][C:53]([O:55][C:56]([CH3:59])([CH3:58])[CH3:57])=[O:54])[C:13]([N:15]([CH3:47])[C@H:16]1[C:33]2[CH:34]=[C:29]([C:30]([O:35][CH3:36])=[CH:31][CH:32]=2)[C:28]2=[CH:37][C:24](=[CH:25][CH:26]=[C:27]2[O:38][CH3:39])[CH2:23][C@@H:22]([C:40]([O:42][CH3:43])=[O:41])[NH:21][C:20](=[O:44])[C@H:19]([CH3:45])[NH:18][C:17]1=[O:46])=[O:14])=O)C1C=CC=CC=1.C1CC=CCC=1. (5) Given the product [CH:1]1([NH:6][CH:7]2[CH2:11][CH2:10][CH2:9][CH:8]2[NH:12][C:18](=[O:19])[C:17]2[CH:21]=[CH:22][C:23]([C:25]([F:26])([F:27])[F:28])=[CH:24][C:16]=2[CH:13]2[CH2:14][CH2:15]2)[CH2:5][CH2:4][CH2:3][CH2:2]1, predict the reactants needed to synthesize it. The reactants are: [CH:1]1([NH:6][CH:7]2[CH2:11][CH2:10][CH2:9][CH:8]2[NH2:12])[CH2:5][CH2:4][CH2:3][CH2:2]1.[CH:13]1([C:16]2[CH:24]=[C:23]([C:25]([F:28])([F:27])[F:26])[CH:22]=[CH:21][C:17]=2[C:18](O)=[O:19])[CH2:15][CH2:14]1. (6) Given the product [F:1][C:2]1[CH:3]=[CH:4][CH:5]=[C:6]2[C:10]=1[NH:9][CH:8]=[C:7]2[CH2:11][NH:14][CH3:13], predict the reactants needed to synthesize it. The reactants are: [F:1][C:2]1[CH:3]=[CH:4][CH:5]=[C:6]2[C:10]=1[NH:9][CH:8]=[C:7]2[CH:11]=O.[CH3:13][N:14]1C2C(=CC=CC=2)C(C)=C1C=O. (7) Given the product [CH2:28]([O:30][C:31](=[O:44])[C:32]1[CH:33]=[CH:34][C:35]([N:38]2[CH2:39][CH2:40][N:41]([C:2]3[CH:18]=[CH:17][C:5]([C:6](=[O:7])[NH:8][C:9]4[CH:14]=[CH:13][C:12]([CH3:15])=[C:11]([I:16])[CH:10]=4)=[CH:4][N:3]=3)[CH2:42][CH2:43]2)=[CH:36][CH:37]=1)[CH3:29], predict the reactants needed to synthesize it. The reactants are: Cl[C:2]1[CH:18]=[CH:17][C:5]([C:6]([NH:8][C:9]2[CH:14]=[CH:13][C:12]([CH3:15])=[C:11]([I:16])[CH:10]=2)=[O:7])=[CH:4][N:3]=1.C(N(C(C)C)CC)(C)C.[CH2:28]([O:30][C:31](=[O:44])[C:32]1[CH:37]=[CH:36][C:35]([N:38]2[CH2:43][CH2:42][NH:41][CH2:40][CH2:39]2)=[CH:34][CH:33]=1)[CH3:29].